Dataset: Blood-brain barrier permeability regression values from the B3DB database. Task: Regression/Classification. Given a drug SMILES string, predict its absorption, distribution, metabolism, or excretion properties. Task type varies by dataset: regression for continuous measurements (e.g., permeability, clearance, half-life) or binary classification for categorical outcomes (e.g., BBB penetration, CYP inhibition). For this dataset (b3db_regression), we predict Y. (1) The compound is CC1CCN(CC1)CCCC(=O)C2=CC=C(C=C2)F. The Y is 0.830 log(BB ratio). (2) The molecule is CN(C)CCC[C@@]1(C2=C(CO1)C=C(C=C2)C#N)C3=CC=C(C=C3)F. The Y is -0.370 log(BB ratio). (3) The compound is C1CN(CCC1CNC2=CC=NC=C2)C(=O)OCC3=CC=CC=C3. The Y is 0.130 log(BB ratio). (4) The compound is CCCCCCC(C)C. The Y is 0.980 log(BB ratio). (5) The drug is CCC(C)(C)OC. The Y is 0.170 log(BB ratio). (6) The drug is C1[C@H]([C@@H]1N)C2=CC=C(C=C2)F. The Y is 0.810 log(BB ratio). (7) The molecule is CSC1=CC2=C(C=C1)SC3=CC=CC=C3N2CCC4CCCCN4. The Y is 0.800 log(BB ratio). (8) The compound is C1CCN(CC1)CCN2C(=O)C=CC(=N2)C3=C4C=CC=CN4N=C3C5=CC=CC=C5. The Y is 0.380 log(BB ratio).